This data is from Forward reaction prediction with 1.9M reactions from USPTO patents (1976-2016). The task is: Predict the product of the given reaction. (1) The product is: [OH:1][C:2]1[CH:3]=[CH:4][C:5]([S:8][CH2:9][CH2:10][CH2:11][C:12]([N:16]([CH3:15])[CH2:17][C:18]2[CH:19]=[CH:20][C:21]([C:24]([F:25])([F:26])[F:27])=[CH:22][CH:23]=2)=[O:14])=[CH:6][CH:7]=1. Given the reactants [OH:1][C:2]1[CH:7]=[CH:6][C:5]([S:8][CH2:9][CH2:10][CH2:11][C:12]([OH:14])=O)=[CH:4][CH:3]=1.[CH3:15][NH:16][CH2:17][C:18]1[CH:23]=[CH:22][C:21]([C:24]([F:27])([F:26])[F:25])=[CH:20][CH:19]=1, predict the reaction product. (2) Given the reactants Br[C:2]1[C:10]2[N:9]3[CH2:11][CH2:12][CH2:13][NH:14][C:15](=[O:16])[C:8]3=[C:7]([CH3:17])[C:6]=2[CH:5]=[C:4]([C:18]#[N:19])[CH:3]=1.[F:20][C:21]1[CH:26]=[C:25]([F:27])[CH:24]=[CH:23][C:22]=1B(O)O, predict the reaction product. The product is: [F:20][C:21]1[CH:26]=[C:25]([F:27])[CH:24]=[CH:23][C:22]=1[C:2]1[C:10]2[N:9]3[CH2:11][CH2:12][CH2:13][NH:14][C:15](=[O:16])[C:8]3=[C:7]([CH3:17])[C:6]=2[CH:5]=[C:4]([C:18]#[N:19])[CH:3]=1. (3) Given the reactants Br[C:2]1[CH:7]=[CH:6][C:5]([CH3:8])=[CH:4][N:3]=1.[C:9]([C:12]1[CH:17]=[CH:16][C:15](OB(O)O)=[CH:14][CH:13]=1)([OH:11])=[O:10], predict the reaction product. The product is: [CH3:8][C:5]1[CH:6]=[CH:7][C:2]([C:15]2[CH:16]=[CH:17][C:12]([C:9]([OH:11])=[O:10])=[CH:13][CH:14]=2)=[N:3][CH:4]=1. (4) Given the reactants [O-:1][S:2]([O-:4])=[O:3].[Na+:5].[Na+].Cl[CH2:8][CH2:9][O:10][C:11]1[CH:16]=[CH:15][CH:14]=[CH:13][CH:12]=1, predict the reaction product. The product is: [O:10]([CH2:9][CH2:8][S:2]([O-:4])(=[O:1])=[O:3])[C:11]1[CH:16]=[CH:15][CH:14]=[CH:13][CH:12]=1.[Na+:5]. (5) Given the reactants [CH3:1][O:2][C:3]1[CH:12]=[C:11]2[C:6]([C:7]([CH3:15])([CH3:14])[CH2:8][CH2:9][C:10]2=O)=[CH:5][C:4]=1[CH3:16].C[Mg+].[Br-].[CH2:20](OCC)C, predict the reaction product. The product is: [CH3:1][O:2][C:3]1[CH:12]=[C:11]2[C:6](=[CH:5][C:4]=1[CH3:16])[C:7]([CH3:15])([CH3:14])[CH2:8][CH:9]=[C:10]2[CH3:20]. (6) Given the reactants [C:1]1([N:7]2[C:11]([NH:12][C:13](=[O:21])OC3C=CC=CC=3)=[CH:10][C:9]([C:22]3([C:25]([F:28])([F:27])[F:26])[CH2:24][CH2:23]3)=[N:8]2)[CH:6]=[CH:5][CH:4]=[CH:3][CH:2]=1.[CH3:29][O:30][C:31]1[CH:32]=[C:33]2[C:38](=[CH:39][C:40]=1[O:41][CH3:42])[N:37]=[CH:36][N:35]=[C:34]2[O:43][C:44]1[CH:45]=[C:46]([CH:48]=[CH:49][CH:50]=1)[NH2:47], predict the reaction product. The product is: [CH3:29][O:30][C:31]1[CH:32]=[C:33]2[C:38](=[CH:39][C:40]=1[O:41][CH3:42])[N:37]=[CH:36][N:35]=[C:34]2[O:43][C:44]1[CH:45]=[C:46]([NH:47][C:13]([NH:12][C:11]2[N:7]([C:1]3[CH:2]=[CH:3][CH:4]=[CH:5][CH:6]=3)[N:8]=[C:9]([C:22]3([C:25]([F:26])([F:28])[F:27])[CH2:24][CH2:23]3)[CH:10]=2)=[O:21])[CH:48]=[CH:49][CH:50]=1.